From a dataset of Forward reaction prediction with 1.9M reactions from USPTO patents (1976-2016). Predict the product of the given reaction. (1) Given the reactants [NH2:1][C:2]1[CH:14]=[CH:13][C:12](I)=[CH:11][C:3]=1[C:4]([O:6][C:7](C)(C)C)=[O:5].C([Cu])#[N:17], predict the reaction product. The product is: [C:7]([O:6][C:4](=[O:5])[C:3]1[C:2](=[CH:14][CH:13]=[CH:12][CH:11]=1)[NH2:1])#[N:17]. (2) Given the reactants COC[O:4][C:5]1[CH:10]=[CH:9][C:8]([C:11]2[N:16]=[C:15]3[N:17](C4CCCCO4)[N:18]=[C:19]([CH3:20])[C:14]3=[C:13]([CH2:27][N:28]3[CH2:33][C:32]([CH3:35])([CH3:34])[N:31]([CH2:36][CH2:37][C:38]([F:41])([F:40])[F:39])[CH2:30][C:29]3([CH3:43])[CH3:42])[CH:12]=2)=[CH:7][CH:6]=1.Cl, predict the reaction product. The product is: [CH3:20][C:19]1[C:14]2[C:15](=[N:16][C:11]([C:8]3[CH:9]=[CH:10][C:5]([OH:4])=[CH:6][CH:7]=3)=[CH:12][C:13]=2[CH2:27][N:28]2[CH2:33][C:32]([CH3:34])([CH3:35])[N:31]([CH2:36][CH2:37][C:38]([F:41])([F:40])[F:39])[CH2:30][C:29]2([CH3:43])[CH3:42])[NH:17][N:18]=1. (3) Given the reactants [NH:1]1[C:9]2[C:4](=[CH:5][CH:6]=[CH:7][CH:8]=2)[CH2:3][C:2]1=[O:10].[Al+3].[Cl-].[Cl-].[Cl-].[Br:15][CH:16]([CH3:20])[C:17](Cl)=[O:18], predict the reaction product. The product is: [Br:15][CH:16]([CH3:20])[C:17]([C:6]1[CH:5]=[C:4]2[C:9](=[CH:8][CH:7]=1)[NH:1][C:2](=[O:10])[CH2:3]2)=[O:18]. (4) Given the reactants [NH2:1][C:2]1[CH:10]=[CH:9][CH:8]=[C:7]([O:11][CH3:12])[C:3]=1[C:4]([NH2:6])=O.[Cl:13][C:14]1[CH:22]=[CH:21][CH:20]=[CH:19][C:15]=1[C:16](Cl)=O.[C:23]([N:26]1[CH2:31][CH2:30][NH:29][CH2:28][CH2:27]1)(=[O:25])[CH3:24], predict the reaction product. The product is: [Cl:13][C:14]1[CH:22]=[CH:21][CH:20]=[CH:19][C:15]=1[C:16]1[N:6]=[C:4]([N:29]2[CH2:30][CH2:31][N:26]([C:23](=[O:25])[CH3:24])[CH2:27][CH2:28]2)[C:3]2[C:2](=[CH:10][CH:9]=[CH:8][C:7]=2[O:11][CH3:12])[N:1]=1. (5) Given the reactants [Cl:1][C:2]1[CH:3]=[C:4]2[C:8](=[CH:9][CH:10]=1)[N:7]([S:11]([C:14]1[CH:19]=[CH:18][CH:17]=[CH:16][CH:15]=1)(=[O:13])=[O:12])[C:6]([C:20]([O:22][CH2:23][CH3:24])=[O:21])=[C:5]2[S:25](Cl)(=[O:27])=[O:26].C(N(CC)CC)C.[NH:36]1[CH2:41][CH2:40][O:39][CH2:38][CH2:37]1, predict the reaction product. The product is: [Cl:1][C:2]1[CH:3]=[C:4]2[C:8](=[CH:9][CH:10]=1)[N:7]([S:11]([C:14]1[CH:19]=[CH:18][CH:17]=[CH:16][CH:15]=1)(=[O:13])=[O:12])[C:6]([C:20]([O:22][CH2:23][CH3:24])=[O:21])=[C:5]2[S:25]([N:36]1[CH2:41][CH2:40][O:39][CH2:38][CH2:37]1)(=[O:27])=[O:26]. (6) Given the reactants [F:1][C:2]([F:14])([F:13])[O:3][C:4]1[CH:12]=[CH:11][C:7]([C:8]([OH:10])=O)=[CH:6][CH:5]=1.CCN(C(C)C)C(C)C.CN(C(ON1N=NC2C=CC=NC1=2)=[N+](C)C)C.F[P-](F)(F)(F)(F)F.[NH2:48][C:49]([CH3:68])([CH2:52][O:53][C:54]1[CH:55]=[CH:56][C:57]2[CH2:61][O:60][B:59]([OH:62])[C:58]=2[C:63]=1[O:64][CH:65]([CH3:67])[CH3:66])[C:50]#[N:51], predict the reaction product. The product is: [C:50]([C:49]([NH:48][C:8](=[O:10])[C:7]1[CH:6]=[CH:5][C:4]([O:3][C:2]([F:1])([F:14])[F:13])=[CH:12][CH:11]=1)([CH3:68])[CH2:52][O:53][C:54]1[CH:55]=[CH:56][C:57]2[CH2:61][O:60][B:59]([OH:62])[C:58]=2[C:63]=1[O:64][CH:65]([CH3:66])[CH3:67])#[N:51]. (7) Given the reactants [Cl:1][C:2]1[C:7]([S:8]([N:11]([O:13][CH3:14])[CH3:12])(=[O:10])=[O:9])=[C:6]([OH:15])[C:5]([NH:16][C:17]2[C:20](=O)[C:19](=[O:22])[C:18]=2[O:23]CC)=[CH:4][CH:3]=1.[NH2:26][C@@H:27]([CH2:29][CH3:30])[CH3:28], predict the reaction product. The product is: [C@H:27]([NH:26][C:20]1[C:19](=[O:22])[C:18](=[O:23])[C:17]=1[NH:16][C:5]1[C:6]([OH:15])=[C:7]([S:8]([N:11]([O:13][CH3:14])[CH3:12])(=[O:10])=[O:9])[C:2]([Cl:1])=[CH:3][CH:4]=1)([CH2:29][CH3:30])[CH3:28]. (8) Given the reactants [OH:1][CH2:2][C@@H:3]1[CH2:5][C@:4]1([CH2:12][N:13]([CH3:23])[S:14]([C:17]1[CH:22]=[CH:21][CH:20]=[CH:19][CH:18]=1)(=[O:16])=[O:15])[C:6]1[CH:11]=[CH:10][CH:9]=[CH:8][CH:7]=1.CC(OI1(OC(C)=O)(OC(C)=O)OC(=O)C2C=CC=CC1=2)=O.[OH-].[Na+], predict the reaction product. The product is: [CH:2]([C@@H:3]1[CH2:5][C@:4]1([CH2:12][N:13]([CH3:23])[S:14]([C:17]1[CH:22]=[CH:21][CH:20]=[CH:19][CH:18]=1)(=[O:15])=[O:16])[C:6]1[CH:11]=[CH:10][CH:9]=[CH:8][CH:7]=1)=[O:1]. (9) The product is: [Cl:4][C:5]1[CH:12]=[CH:11][CH:10]=[CH:9][C:6]=1[CH:7]=[N:2][OH:3]. Given the reactants Cl.[NH2:2][OH:3].[Cl:4][C:5]1[CH:12]=[CH:11][CH:10]=[CH:9][C:6]=1[CH:7]=O.C(=O)([O-])[O-].[Na+].[Na+].O, predict the reaction product.